Dataset: Catalyst prediction with 721,799 reactions and 888 catalyst types from USPTO. Task: Predict which catalyst facilitates the given reaction. (1) Reactant: [F:1][C:2]1[CH:39]=[CH:38][C:5]([O:6][C@@H:7]2[C@@H:15]([O:16][C:17]3[CH:22]=[CH:21][C:20]([F:23])=[CH:19][CH:18]=3)[C@H:14]([CH3:24])[O:13][C:12](=[O:25])[C@@H:11]([NH:26][C:27](=[O:37])[C:28]3[C:33]([OH:34])=[C:32]([O:35][CH3:36])[CH:31]=[CH:30][N:29]=3)[CH2:10][O:9][CH2:8]2)=[CH:4][CH:3]=1.[C:40](Cl)(=[O:42])[CH3:41]. Product: [C:40]([O:34][C:33]1[C:28]([C:27](=[O:37])[NH:26][C@H:11]2[CH2:10][O:9][CH2:8][C@H:7]([O:6][C:5]3[CH:4]=[CH:3][C:2]([F:1])=[CH:39][CH:38]=3)[C@@H:15]([O:16][C:17]3[CH:18]=[CH:19][C:20]([F:23])=[CH:21][CH:22]=3)[C@H:14]([CH3:24])[O:13][C:12]2=[O:25])=[N:29][CH:30]=[CH:31][C:32]=1[O:35][CH3:36])(=[O:42])[CH3:41]. The catalyst class is: 64. (2) Reactant: C(OC([N:6]1[CH2:11][CH2:10][C:9](=[C:12]2[C:18]3=[N:19][CH:20]=[CH:21][CH:22]=[C:17]3[CH2:16][CH2:15][C:14]3[CH:23]=[C:24]([Cl:27])[CH:25]=[CH:26][C:13]2=3)[CH2:8][CH2:7]1)=O)C.[OH-].[K+]. Product: [Cl:27][C:24]1[CH:25]=[CH:26][C:13]2[C:12](=[C:9]3[CH2:8][CH2:7][NH:6][CH2:11][CH2:10]3)[C:18]3=[N:19][CH:20]=[CH:21][CH:22]=[C:17]3[CH2:16][CH2:15][C:14]=2[CH:23]=1. The catalyst class is: 8. (3) Reactant: [C:1]([S:5]([CH2:8][C@@H:9]([N:12]1[C@H:17]([C:18]2[CH:23]=[CH:22][C:21]([Cl:24])=[CH:20][CH:19]=2)[C@@H:16]([C:25]2[CH:30]=[CH:29][CH:28]=[C:27]([Cl:31])[CH:26]=2)[O:15][C@@H:14]([CH2:32][C:33](OC)=[O:34])[C:13]1=[O:37])[CH2:10][CH3:11])(=[O:7])=[O:6])([CH3:4])([CH3:3])[CH3:2].[Li+].[B-](CC)(CC)CC.CO. Product: [C:1]([S:5]([CH2:8][C@@H:9]([N:12]1[C@H:17]([C:18]2[CH:23]=[CH:22][C:21]([Cl:24])=[CH:20][CH:19]=2)[C@@H:16]([C:25]2[CH:30]=[CH:29][CH:28]=[C:27]([Cl:31])[CH:26]=2)[O:15][C@@H:14]([CH2:32][CH2:33][OH:34])[C:13]1=[O:37])[CH2:10][CH3:11])(=[O:7])=[O:6])([CH3:2])([CH3:3])[CH3:4]. The catalyst class is: 1. (4) Reactant: Br[C:2]1[S:3][CH:4]=[C:5]([C:7]2[CH:12]=[CH:11][C:10]([NH:13][S:14]([C:17]([F:20])([F:19])[F:18])(=[O:16])=[O:15])=[CH:9][C:8]=2[Cl:21])[N:6]=1.[CH3:22][N:23]1[CH2:28][CH2:27][N:26]([C:29]2[CH:34]=[C:33](B3OC(C)(C)C(C)(C)O3)[CH:32]=[CH:31][N:30]=2)[CH2:25][CH2:24]1.C(=O)([O-])[O-].[K+].[K+].CN(C)C=O. Product: [Cl:21][C:8]1[CH:9]=[C:10]([NH:13][S:14]([C:17]([F:20])([F:19])[F:18])(=[O:16])=[O:15])[CH:11]=[CH:12][C:7]=1[C:5]1[N:6]=[C:2]([C:33]2[CH:32]=[CH:31][N:30]=[C:29]([N:26]3[CH2:25][CH2:24][N:23]([CH3:22])[CH2:28][CH2:27]3)[CH:34]=2)[S:3][CH:4]=1. The catalyst class is: 103. (5) Reactant: [CH3:1][C:2]([NH2:6])([CH3:5])[CH2:3][NH2:4].[CH3:7][C:8]([O:11][C:12](O[C:12]([O:11][C:8]([CH3:10])([CH3:9])[CH3:7])=[O:13])=[O:13])([CH3:10])[CH3:9].C(N(CC)CC)C. Product: [NH2:6][C:2]([CH3:5])([CH3:1])[CH2:3][NH:4][C:12](=[O:13])[O:11][C:8]([CH3:10])([CH3:9])[CH3:7]. The catalyst class is: 4. (6) Reactant: [C:1]([C:3]1[C:11]2[CH2:10][CH2:9][N:8]([C:12]([O:14][CH2:15][CH3:16])=[O:13])[CH2:7][C:6]=2[O:5][C:4]=1/[N:17]=[CH:18]/[N:19](C)C)#[N:2].[Cl:22][C:23]1[CH:24]=[C:25]([CH:27]=[CH:28][C:29]=1[Cl:30])N. Product: [Cl:22][C:23]1[CH:24]=[C:25]([NH:2][C:1]2[C:3]3[C:11]4[CH2:10][CH2:9][N:8]([C:12]([O:14][CH2:15][CH3:16])=[O:13])[CH2:7][C:6]=4[O:5][C:4]=3[N:17]=[CH:18][N:19]=2)[CH:27]=[CH:28][C:29]=1[Cl:30]. The catalyst class is: 477. (7) Reactant: [H-].[H-].[H-].[H-].[Li+].[Al+3].[F:7][C:8]1[CH:17]=[C:16]2[C:11]([CH2:12][CH2:13][CH:14]([C:18](OCC)=[O:19])[O:15]2)=[CH:10][CH:9]=1.CCO.Cl. Product: [F:7][C:8]1[CH:17]=[C:16]2[C:11]([CH2:12][CH2:13][CH:14]([CH2:18][OH:19])[O:15]2)=[CH:10][CH:9]=1. The catalyst class is: 49.